From a dataset of Reaction yield outcomes from USPTO patents with 853,638 reactions. Predict the reaction yield, written as a fraction of the theoretical maximum amount of product (1.0 means a 100% yield; for example, 0.34 means a 34% yield). (1) The reactants are [F:1][C:2]([F:26])([F:25])[C@H:3]([N:12]1[CH2:16][CH2:15][C@H:14]([NH:17][C:18](=[O:24])[O:19][C:20]([CH3:23])([CH3:22])[CH3:21])[CH2:13]1)[C:4]1[CH:5]=[N:6][C:7]([NH:10][NH2:11])=[CH:8][CH:9]=1.[CH3:27][O:28][C:29]1[CH:30]=[CH:31][CH:32]=[C:33]2[C:38]=1[N:37]=[C:36]([CH:39]=O)[CH:35]=[CH:34]2.C(O)(=O)C.C(O)(=O)C.IC1C=CC=CC=1.C(=O)(O)[O-].[Na+]. The catalyst is CCO.C(OCC)(=O)C. The product is [F:26][C:2]([F:25])([F:1])[C@H:3]([N:12]1[CH2:16][CH2:15][C@H:14]([NH:17][C:18](=[O:24])[O:19][C:20]([CH3:22])([CH3:23])[CH3:21])[CH2:13]1)[C:4]1[CH:9]=[CH:8][C:7]2[N:6]([C:39]([C:36]3[CH:35]=[CH:34][C:33]4[C:38](=[C:29]([O:28][CH3:27])[CH:30]=[CH:31][CH:32]=4)[N:37]=3)=[N:11][N:10]=2)[CH:5]=1. The yield is 0.386. (2) The yield is 1.00. The catalyst is C1COCC1.[O-]S([O-])=O.[Na+].[Na+].CCOC(C)=O. The reactants are [S:1]([N:11]1[C:15]2[N:16]=[CH:17][C:18]3[N:19]([C:20]([C@@H:23]4[CH2:27][CH2:26][C@H:25]([N:28]5[CH:32]=[CH:31][C:30]([CH:33]=O)=[CH:29]5)[CH2:24]4)=[N:21][N:22]=3)[C:14]=2[CH:13]=[CH:12]1)([C:4]1[CH:10]=[CH:9][C:7]([CH3:8])=[CH:6][CH:5]=1)(=[O:3])=[O:2].II.[NH4+:37].[OH-]. The product is [S:1]([N:11]1[C:15]2[N:16]=[CH:17][C:18]3[N:19]([C:20]([C@@H:23]4[CH2:27][CH2:26][C@H:25]([N:28]5[CH:32]=[CH:31][C:30]([C:33]#[N:37])=[CH:29]5)[CH2:24]4)=[N:21][N:22]=3)[C:14]=2[CH:13]=[CH:12]1)([C:4]1[CH:10]=[CH:9][C:7]([CH3:8])=[CH:6][CH:5]=1)(=[O:3])=[O:2]. (3) The reactants are [CH3:1][O:2][C:3]1[CH:8]=[C:7]([O:9][CH3:10])[CH:6]=[CH:5][C:4]=1[C:11]1[N:15]([CH2:16][CH:17]([CH3:19])[CH3:18])[CH:14]=[N:13][N:12]=1.[CH3:20][O:21]C(Cl)Cl. The catalyst is [Ti](Cl)(Cl)(Cl)Cl. The product is [CH2:16]([N:15]1[CH:14]=[N:13][N:12]=[C:11]1[C:4]1[C:3]([O:2][CH3:1])=[CH:8][C:7]([O:9][CH3:10])=[C:6]([CH:5]=1)[CH:20]=[O:21])[CH:17]([CH3:19])[CH3:18]. The yield is 0.280. (4) The reactants are [CH3:1][S-:2].[Na+].Cl[C:5]1[CH:10]=[C:9]([NH2:11])[CH:8]=[CH:7][N:6]=1. The catalyst is CN1C(=O)CCC1. The product is [CH3:1][S:2][C:5]1[CH:10]=[C:9]([NH2:11])[CH:8]=[CH:7][N:6]=1. The yield is 0.500.